Dataset: Aqueous solubility values for 9,982 compounds from the AqSolDB database. Task: Regression/Classification. Given a drug SMILES string, predict its absorption, distribution, metabolism, or excretion properties. Task type varies by dataset: regression for continuous measurements (e.g., permeability, clearance, half-life) or binary classification for categorical outcomes (e.g., BBB penetration, CYP inhibition). For this dataset (solubility_aqsoldb), we predict Y. (1) The drug is CC(C)C(NS(=O)(=O)c1ccc(F)cc1)C(=O)NC1CCOC1O. The Y is -2.38 log mol/L. (2) The molecule is CC(=O)COc1c(C)cccc1C. The Y is -1.92 log mol/L. (3) The compound is Clc1cc(Cl)c(Oc2ccc(Cl)c(Cl)c2Cl)c(Cl)c1. The Y is -8.10 log mol/L.